Dataset: Reaction yield outcomes from USPTO patents with 853,638 reactions. Task: Predict the reaction yield, written as a fraction of the theoretical maximum amount of product (1.0 means a 100% yield; for example, 0.34 means a 34% yield). (1) The reactants are [CH3:1][O:2][C:3]1[CH:4]=[C:5]([NH:15][C:16]2[N:21]=[C:20](O)[CH:19]=[C:18]([CH3:23])[N:17]=2)[CH:6]=[CH:7][C:8]=1[N:9]1[CH:13]=[C:12]([CH3:14])[N:11]=[CH:10]1.P(Cl)(Cl)([Cl:26])=O. No catalyst specified. The product is [Cl:26][C:20]1[CH:19]=[C:18]([CH3:23])[N:17]=[C:16]([NH:15][C:5]2[CH:6]=[CH:7][C:8]([N:9]3[CH:13]=[C:12]([CH3:14])[N:11]=[CH:10]3)=[C:3]([O:2][CH3:1])[CH:4]=2)[N:21]=1. The yield is 1.00. (2) The reactants are C[O:2][C:3]([C:5]1[CH:6]=[CH:7][CH:8]=[C:9]2[C:14]=1[N:13]=[CH:12][N:11]=[C:10]2[NH:15][CH2:16][C:17]1[CH:22]=[CH:21][CH:20]=[C:19]([NH:23][C:24]([C:26]2[CH:27]=[N:28][CH:29]=[C:30]([N:32]3[CH2:37][CH2:36][O:35][CH2:34][CH2:33]3)[CH:31]=2)=[O:25])[CH:18]=1)=O.C1COCC1.CC(O)C.[OH-].[NH4+:48]. The catalyst is O. The product is [N:32]1([C:30]2[CH:31]=[C:26]([C:24]([NH:23][C:19]3[CH:18]=[C:17]([CH:22]=[CH:21][CH:20]=3)[CH2:16][NH:15][C:10]3[C:9]4[C:14](=[C:5]([C:3]([NH2:48])=[O:2])[CH:6]=[CH:7][CH:8]=4)[N:13]=[CH:12][N:11]=3)=[O:25])[CH:27]=[N:28][CH:29]=2)[CH2:33][CH2:34][O:35][CH2:36][CH2:37]1. The yield is 0.450. (3) The reactants are [C-:1]#[N:2].C([Al+]CC)C.C(O)(C)C.[CH3:12][C:13]1[CH:18]=[CH:17][C:16]([S@@:19](/[N:21]=[CH:22]/[C@H:23]2[CH2:28][CH2:27][C@H:26]([CH3:29])[CH2:25][CH2:24]2)=[O:20])=[CH:15][CH:14]=1.[Cl-].[NH4+]. The catalyst is C1COCC1.CCCCCC.C(OCC)(=O)C. The product is [C:1]([C@H:22]([C@H:23]1[CH2:28][CH2:27][C@H:26]([CH3:29])[CH2:25][CH2:24]1)[NH:21][S@:19]([C:16]1[CH:15]=[CH:14][C:13]([CH3:12])=[CH:18][CH:17]=1)=[O:20])#[N:2]. The yield is 0.620. (4) The reactants are [N:1]1([C:7]2[CH:12]=[CH:11][C:10]([NH2:13])=[CH:9][CH:8]=2)[CH2:6][CH2:5][O:4][CH2:3][CH2:2]1.[CH:14]([N:17]1[CH2:22][CH2:21][N:20]([C:23]2[CH:24]=[C:25]([O:36][CH3:37])[CH:26]=[C:27]3[C:32]=2[O:31][CH:30]([C:33](O)=[O:34])[CH2:29][CH2:28]3)[CH2:19][CH2:18]1)([CH3:16])[CH3:15]. No catalyst specified. The product is [CH:14]([N:17]1[CH2:22][CH2:21][N:20]([C:23]2[CH:24]=[C:25]([O:36][CH3:37])[CH:26]=[C:27]3[C:32]=2[O:31][CH:30]([C:33]([NH:13][C:10]2[CH:9]=[CH:8][C:7]([N:1]4[CH2:2][CH2:3][O:4][CH2:5][CH2:6]4)=[CH:12][CH:11]=2)=[O:34])[CH2:29][CH2:28]3)[CH2:19][CH2:18]1)([CH3:16])[CH3:15]. The yield is 0.290. (5) The reactants are [O:1]=[C:2]([C@@:18]1([OH:59])[CH2:35][C@H:34]([O:36][C@@H:37]2[O:51][C@@H:50]([CH3:52])[C@H:40]3[O:41][C@H:42]4[N:47]([C@H:39]3[CH2:38]2)[CH2:46][CH2:45][O:44][C@@H:43]4[O:48][CH3:49])[C:33]2[C:20](=[C:21]([OH:58])[C:22]3[C:23](=[O:57])[C:24]4[C:29]([C:30](=[O:54])[C:31]=3[C:32]=2[OH:53])=[C:28]([O:55][CH3:56])[CH:27]=[CH:26][CH:25]=4)[CH2:19]1)[CH2:3][O:4][C:5]1([O:11][CH2:12][C:13]([O:15]CC)=[O:14])[CH2:10][CH2:9][CH2:8][CH2:7][CH2:6]1.[OH-].[Na+]. The catalyst is O.C(O)(=O)C. The product is [O:1]=[C:2]([C@@:18]1([OH:59])[CH2:35][C@H:34]([O:36][C@@H:37]2[O:51][C@@H:50]([CH3:52])[C@H:40]3[O:41][C@H:42]4[N:47]([C@H:39]3[CH2:38]2)[CH2:46][CH2:45][O:44][C@@H:43]4[O:48][CH3:49])[C:33]2[C:20](=[C:21]([OH:58])[C:22]3[C:23](=[O:57])[C:24]4[C:29]([C:30](=[O:54])[C:31]=3[C:32]=2[OH:53])=[C:28]([O:55][CH3:56])[CH:27]=[CH:26][CH:25]=4)[CH2:19]1)[CH2:3][O:4][C:5]1([O:11][CH2:12][C:13]([OH:15])=[O:14])[CH2:10][CH2:9][CH2:8][CH2:7][CH2:6]1. The yield is 0.0800. (6) The reactants are [CH3:1][O:2][C:3](=[O:31])[C@H:4]([CH2:21][C:22]1[CH:27]=[CH:26][C:25]([N+:28]([O-:30])=[O:29])=[CH:24][CH:23]=1)[NH:5][C:6]([C:8]1([CH2:13][CH2:14][CH2:15][CH2:16][S:17]([CH3:20])(=[O:19])=[O:18])[CH2:12][CH2:11][CH2:10][CH2:9]1)=O.C1COCC1.COC1C=CC(P2(SP(C3C=CC(OC)=CC=3)(=S)S2)=[S:46])=CC=1.C(=O)(O)[O-].[Na+]. The catalyst is C1(C)C=CC=CC=1. The product is [CH3:1][O:2][C:3](=[O:31])[C@H:4]([CH2:21][C:22]1[CH:27]=[CH:26][C:25]([N+:28]([O-:30])=[O:29])=[CH:24][CH:23]=1)[NH:5][C:6]([C:8]1([CH2:13][CH2:14][CH2:15][CH2:16][S:17]([CH3:20])(=[O:19])=[O:18])[CH2:12][CH2:11][CH2:10][CH2:9]1)=[S:46]. The yield is 0.440.